This data is from Forward reaction prediction with 1.9M reactions from USPTO patents (1976-2016). The task is: Predict the product of the given reaction. (1) Given the reactants [CH:1]1([NH:4][C:5](=[O:32])[C:6]2[CH:11]=[CH:10][C:9]([C:12]3[N:16]4[CH:17]=[C:18]([C:26]5[CH:31]=[CH:30][CH:29]=[CH:28][CH:27]=5)[N:19]=[C:20]([NH:21][CH2:22][CH:23]([CH3:25])[CH3:24])[C:15]4=[N:14][CH:13]=3)=[CH:8][CH:7]=2)[CH2:3][CH2:2]1.[B-](F)(F)(F)[F:34].[B-](F)(F)(F)F.C1[N+]2(CCl)CC[N+](F)(CC2)C1, predict the reaction product. The product is: [CH:1]1([NH:4][C:5](=[O:32])[C:6]2[CH:11]=[CH:10][C:9]([C:12]3[N:16]4[C:17]([F:34])=[C:18]([C:26]5[CH:31]=[CH:30][CH:29]=[CH:28][CH:27]=5)[N:19]=[C:20]([NH:21][CH2:22][CH:23]([CH3:25])[CH3:24])[C:15]4=[N:14][CH:13]=3)=[CH:8][CH:7]=2)[CH2:3][CH2:2]1. (2) Given the reactants C(OC([N:11]([C:22]([O:24][C:25]([CH3:28])([CH3:27])[CH3:26])=[O:23])[C:12]1([C:18]([O:20]C)=[O:19])[CH2:14][CH:13]1[CH:15]([F:17])[F:16])=O)C1C=CC=CC=1.C(OC(NC1(C(OC)=O)CC1C(F)F)=O)(C)(C)C.[OH-].[Na+], predict the reaction product. The product is: [C:25]([O:24][C:22]([NH:11][C:12]1([C:18]([OH:20])=[O:19])[CH2:14][CH:13]1[CH:15]([F:17])[F:16])=[O:23])([CH3:28])([CH3:26])[CH3:27]. (3) Given the reactants [Br:1][C:2]1[CH:14]=[N:13][C:12]2[C:11]3[CH:10]=[CH:9][C:8]([C:15]([O:17][CH3:18])=[O:16])=[CH:7][C:6]=3[NH:5][C:4]=2[CH:3]=1.CS(O[C@@H:24]([C:31]1[CH:36]=[CH:35][CH:34]=[CH:33][CH:32]=1)[CH:25]1[CH2:30][CH2:29][O:28][CH2:27][CH2:26]1)(=O)=O.C(=O)([O-])[O-].[Cs+].[Cs+], predict the reaction product. The product is: [Br:1][C:2]1[CH:14]=[N:13][C:12]2[C:11]3[CH:10]=[CH:9][C:8]([C:15]([O:17][CH3:18])=[O:16])=[CH:7][C:6]=3[N:5]([C@H:24]([C:31]3[CH:36]=[CH:35][CH:34]=[CH:33][CH:32]=3)[CH:25]3[CH2:26][CH2:27][O:28][CH2:29][CH2:30]3)[C:4]=2[CH:3]=1. (4) Given the reactants Cl[C:2]([O:4][CH:5]1[CH:12]2[CH2:13][C:8]3([OH:15])[CH2:9][CH:10]([CH2:14][CH:6]1[CH2:7]3)[CH2:11]2)=[O:3].[N:16]1[CH:21]=[CH:20][C:19]([CH:22]2[CH2:26][CH2:25][NH:24][CH2:23]2)=[CH:18][CH:17]=1, predict the reaction product. The product is: [N:16]1[CH:21]=[CH:20][C:19]([CH:22]2[CH2:26][CH2:25][N:24]([C:2]([O:4][CH:5]3[CH:12]4[CH2:13][C:8]5([OH:15])[CH2:9][CH:10]([CH2:14][CH:6]3[CH2:7]5)[CH2:11]4)=[O:3])[CH2:23]2)=[CH:18][CH:17]=1. (5) Given the reactants [C:1]([C:5]1[CH:16]=[CH:15][C:8]2[C:9](=[O:14])[NH:10][CH2:11][CH2:12][O:13][C:7]=2[CH:6]=1)([CH3:4])([CH3:3])[CH3:2].[Br:17][C:18]1[CH:25]=[CH:24][CH:23]=[C:22](Br)[C:19]=1[CH:20]=[O:21].C(=O)([O-])[O-].[Cs+].[Cs+].C(OCC)(=O)C, predict the reaction product. The product is: [Br:17][C:18]1[CH:25]=[CH:24][CH:23]=[C:22]([N:10]2[C:9](=[O:14])[C:8]3[CH:15]=[CH:16][C:5]([C:1]([CH3:4])([CH3:2])[CH3:3])=[CH:6][C:7]=3[O:13][CH2:12][CH2:11]2)[C:19]=1[CH:20]=[O:21]. (6) The product is: [Br:1][C:2]1[CH:7]=[CH:6][C:5]([S:8]([NH:21][C@@H:18]([CH2:19][CH3:20])[C:17]([F:23])([F:22])[F:16])(=[O:10])=[O:9])=[C:4]([F:12])[C:3]=1[CH:13]([F:15])[F:14]. Given the reactants [Br:1][C:2]1[CH:7]=[CH:6][C:5]([S:8](Cl)(=[O:10])=[O:9])=[C:4]([F:12])[C:3]=1[CH:13]([F:15])[F:14].[F:16][C:17]([F:23])([F:22])[C@@H:18]([NH2:21])[CH2:19][CH3:20], predict the reaction product. (7) Given the reactants [CH3:1][O:2][C:3]1[CH:4]=[C:5]([C:11]2[CH:12]=[C:13]3[C:18](=[CH:19][C:20]=2[F:21])[N:17]=[C:16](O)[N:15]=[CH:14]3)[CH:6]=[C:7]([O:9][CH3:10])[CH:8]=1.C(=O)(O)[O-].[Na+].O=P(Cl)(Cl)[Cl:30], predict the reaction product. The product is: [Cl:30][C:16]1[N:15]=[CH:14][C:13]2[C:18](=[CH:19][C:20]([F:21])=[C:11]([C:5]3[CH:4]=[C:3]([O:2][CH3:1])[CH:8]=[C:7]([O:9][CH3:10])[CH:6]=3)[CH:12]=2)[N:17]=1.